Task: Predict the product of the given reaction.. Dataset: Forward reaction prediction with 1.9M reactions from USPTO patents (1976-2016) Given the reactants [OH:1][C:2]1[C:11]2[C:6](=[CH:7][C:8]([CH2:12][C:13]3[CH:18]=[CH:17][CH:16]=[CH:15][CH:14]=3)=[CH:9][N:10]=2)[NH:5][C:4](=[O:19])[C:3]=1[C:20]([O:22]CC)=O.[CH:25]1([CH2:31][NH2:32])[CH2:30][CH2:29][CH2:28][CH2:27][CH2:26]1, predict the reaction product. The product is: [CH:25]1([CH2:31][NH:32][C:20]([C:3]2[C:4](=[O:19])[NH:5][C:6]3[C:11]([C:2]=2[OH:1])=[N:10][CH:9]=[C:8]([CH2:12][C:13]2[CH:18]=[CH:17][CH:16]=[CH:15][CH:14]=2)[CH:7]=3)=[O:22])[CH2:30][CH2:29][CH2:28][CH2:27][CH2:26]1.